From a dataset of Forward reaction prediction with 1.9M reactions from USPTO patents (1976-2016). Predict the product of the given reaction. Given the reactants [F:1][C:2]1[C:3]([C:15]([C:17]2[CH:22]=[CH:21][CH:20]=[CH:19][CH:18]=2)=O)=[N:4][CH:5]=[CH:6][C:7]=1[C:8]1[CH:9]=[N:10][CH:11]=[CH:12][C:13]=1[CH3:14].Cl.[NH2:24][OH:25], predict the reaction product. The product is: [F:1][C:2]1[C:3](/[C:15](/[C:17]2[CH:22]=[CH:21][CH:20]=[CH:19][CH:18]=2)=[N:24]\[OH:25])=[N:4][CH:5]=[CH:6][C:7]=1[C:8]1[CH:9]=[N:10][CH:11]=[CH:12][C:13]=1[CH3:14].